This data is from Forward reaction prediction with 1.9M reactions from USPTO patents (1976-2016). The task is: Predict the product of the given reaction. (1) Given the reactants [CH3:1][C:2]1[CH:6]=[C:5]([CH3:7])[N:4]([CH:8]([CH3:12])[C:9](Cl)=[O:10])[N:3]=1.[O:13]1[CH2:18][CH2:17][C:16](=[O:19])[CH2:15][CH2:14]1, predict the reaction product. The product is: [CH3:1][C:2]1[CH:6]=[C:5]([CH3:7])[N:4]([CH:8]([CH3:12])[C:9]([CH:15]2[C:16](=[O:19])[CH2:17][CH2:18][O:13][CH2:14]2)=[O:10])[N:3]=1. (2) The product is: [C:1]([O:5][C:6]([N:8]1[CH2:13][CH2:12][CH:11]([C:14]([Cl:25])=[O:16])[CH2:10][CH2:9]1)=[O:7])([CH3:4])([CH3:3])[CH3:2]. Given the reactants [C:1]([O:5][C:6]([N:8]1[CH2:13][CH2:12][CH:11]([C:14]([OH:16])=O)[CH2:10][CH2:9]1)=[O:7])([CH3:4])([CH3:3])[CH3:2].N1C=CC=CC=1.O=S(Cl)[Cl:25], predict the reaction product. (3) Given the reactants [CH3:1][N:2]1[CH2:7][CH2:6][C:5]([CH2:24][C:25]([O:27][CH2:28][CH3:29])=[O:26])([NH:8][C:9]([C:11]2[O:12][C:13]([CH2:16][CH2:17][C:18]3[CH:23]=[CH:22][CH:21]=[CH:20][CH:19]=3)=[CH:14][CH:15]=2)=[O:10])[CH2:4][CH2:3]1.[CH3:30][I:31], predict the reaction product. The product is: [I-:31].[CH2:28]([O:27][C:25](=[O:26])[CH2:24][C:5]1([NH:8][C:9]([C:11]2[O:12][C:13]([CH2:16][CH2:17][C:18]3[CH:23]=[CH:22][CH:21]=[CH:20][CH:19]=3)=[CH:14][CH:15]=2)=[O:10])[CH2:4][CH2:3][N+:2]([CH3:30])([CH3:1])[CH2:7][CH2:6]1)[CH3:29]. (4) Given the reactants [OH:1]C1C2N=NNC=2C=CC=1.CN1CCOCC1.O[C:19]([C:29]1[CH:34]=[CH:33][CH:32]=[CH:31][CH:30]=1)([C:23]1[CH:28]=[CH:27][CH:26]=[CH:25][CH:24]=1)C(O)=O.[CH2:35]([N:42]1[CH2:48][CH:47]2[CH:49]([CH2:50][NH2:51])[CH:44]([CH2:45][CH2:46]2)[CH2:43]1)[C:36]1[CH:41]=[CH:40][CH:39]=[CH:38][CH:37]=1.Cl.CN(C)CCCN=C=NCC, predict the reaction product. The product is: [CH2:35]([N:42]1[CH2:48][CH:47]2[CH:49]([CH2:50][NH:51][C:30]([C:31]3[C:19]([C:23]4[CH:24]=[CH:25][CH:26]=[CH:27][CH:28]=4)=[CH:29][CH:34]=[CH:33][CH:32]=3)=[O:1])[CH:44]([CH2:45][CH2:46]2)[CH2:43]1)[C:36]1[CH:37]=[CH:38][CH:39]=[CH:40][CH:41]=1.